Binary Classification. Given a drug SMILES string, predict its activity (active/inactive) in a high-throughput screening assay against a specified biological target. From a dataset of KCNQ2 potassium channel screen with 302,405 compounds. (1) The molecule is Brc1cc([N+]([O-])=O)c(NC(=O)CN2CCCC2)cc1. The result is 0 (inactive). (2) The compound is Brc1cc(c2nc(sc2)NC(=S)NC(=O)c2cc(Br)c(OC)cc2)ccc1OC. The result is 0 (inactive). (3) The molecule is O=C(N1CCC(N2CCN(CC2)c2ccccc2)CC1)CC(C)C. The result is 0 (inactive). (4) The compound is OC(=O)C1C2CC(C1C(=O)Nc1c(OC)ccc(c1)C)C=C2. The result is 0 (inactive). (5) The drug is O=C1/C(=C(\NN\C=C2\C(=O)C=CC=C2)C)C=CC=C1. The result is 0 (inactive). (6) The molecule is s1\c(=C2\c3c(N(C2=O)CC(O)=O)cccc3)c(=O)n2C(C(=C(N=c12)C)C(OCC=C)=O)c1ccc(OC)cc1. The result is 0 (inactive).